This data is from HIV replication inhibition screening data with 41,000+ compounds from the AIDS Antiviral Screen. The task is: Binary Classification. Given a drug SMILES string, predict its activity (active/inactive) in a high-throughput screening assay against a specified biological target. The compound is CN1C(=O)N(C)C2(CCN(CC(CC3OCCO3)c3ccc(F)cc3)CC2)C1=O. The result is 0 (inactive).